This data is from Forward reaction prediction with 1.9M reactions from USPTO patents (1976-2016). The task is: Predict the product of the given reaction. (1) Given the reactants C(N(CC)CC)C.[NH2:8][C:9]1[S:13][N:12]=[C:11]([Br:14])[C:10]=1[C:15](=[O:17])[CH3:16].ClCCl.[CH:21]1([C:24](Cl)=[O:25])[CH2:23][CH2:22]1, predict the reaction product. The product is: [C:15]([C:10]1[C:11]([Br:14])=[N:12][S:13][C:9]=1[NH:8][C:24]([CH:21]1[CH2:23][CH2:22]1)=[O:25])(=[O:17])[CH3:16]. (2) The product is: [CH3:33][C:9]([C:10]([NH:12][C:13]1[CH:14]=[N:15][C:16]([O:19][C:20]2[C:21]3[CH:22]4[CH2:30][C:23]4([CH3:31])[CH2:24][O:25][C:26]=3[CH:27]=[CH:28][CH:29]=2)=[CH:17][CH:18]=1)=[O:11])([CH3:32])[NH2:5]. Given the reactants CC([N:5]([C:9]([CH3:33])([CH3:32])[C:10]([NH:12][C:13]1[CH:14]=[N:15][C:16]([O:19][C:20]2[C:21]3[CH:22]4[CH2:30][C:23]4([CH3:31])[CH2:24][O:25][C:26]=3[CH:27]=[CH:28][CH:29]=2)=[CH:17][CH:18]=1)=[O:11])C(=O)[O-])(C)C.C(O)(C(F)(F)F)=O, predict the reaction product. (3) Given the reactants [NH2:1][CH2:2][CH2:3][C:4]1[N:8]=[CH:7][NH:6][CH:5]=1.[NH:9]1[C:17]2[C:12](=[CH:13][C:14]([NH:18][C:19]3[C:20]4[S:27][C:26]([C:28]5[CH:35]=[CH:34][C:31]([CH:32]=O)=[CH:30][CH:29]=5)=[CH:25][C:21]=4[N:22]=[CH:23][N:24]=3)=[CH:15][CH:16]=2)[CH:11]=[CH:10]1.Cl, predict the reaction product. The product is: [N:6]1[CH:7]=[N:8][CH:4]([CH2:3][CH2:2][NH:1][CH2:32][C:31]2[CH:30]=[CH:29][C:28]([C:26]3[S:27][C:20]4[C:19]([NH:18][C:14]5[CH:13]=[C:12]6[C:17](=[CH:16][CH:15]=5)[NH:9][CH:10]=[CH:11]6)=[N:24][CH:23]=[N:22][C:21]=4[CH:25]=3)=[CH:35][CH:34]=2)[CH:5]=1. (4) The product is: [CH3:1][O:2][C:3](=[O:9])[CH:4]([Cl:8])[C:5](=[O:6])[CH2:7][C:28]([CH:30]1[CH2:34][CH2:33][CH2:32][CH2:31]1)([OH:29])[CH2:27][CH2:26][C:20]1[CH:21]=[CH:22][C:23]([O:24][CH3:25])=[C:18]([Cl:17])[CH:19]=1. Given the reactants [CH3:1][O:2][C:3](=[O:9])[CH:4]([Cl:8])[C:5]([CH3:7])=[O:6].[H-].[Na+].[Li]CCCC.[Cl:17][C:18]1[CH:19]=[C:20]([CH2:26][CH2:27][C:28]([CH:30]2[CH2:34][CH2:33][CH2:32][CH2:31]2)=[O:29])[CH:21]=[CH:22][C:23]=1[O:24][CH3:25], predict the reaction product.